From a dataset of Catalyst prediction with 721,799 reactions and 888 catalyst types from USPTO. Predict which catalyst facilitates the given reaction. (1) Reactant: Cl.[NH2:2][CH:3]([C@H:9]([CH2:17]C)[CH2:10][CH:11]([CH3:16])[CH2:12][CH2:13][CH:14]=[CH2:15])[C:4]([O:6][CH2:7][CH3:8])=[O:5].CCN(C(C)C)C(C)C.[O:28](C(OC(C)(C)C)=O)[C:29]([O:31][C:32]([CH3:35])([CH3:34])[CH3:33])=O. Product: [C:32]([O:31][C:29]([NH:2][CH:3]([C@H:9]([CH3:17])[CH2:10][CH:11]([CH3:16])[CH2:12][CH2:13][CH:14]=[CH2:15])[C:4]([O:6][CH2:7][CH3:8])=[O:5])=[O:28])([CH3:35])([CH3:34])[CH3:33]. The catalyst class is: 2. (2) Reactant: C(O[C:6](=O)[N:7](C)[C:8]1[C:9]([O:16][C:17]2[CH:22]=[CH:21][CH:20]=[CH:19][C:18]=2[CH3:23])=[N:10][C:11]([S:14][CH3:15])=[N:12][CH:13]=1)(C)(C)C.[OH-].[Na+]. Product: [CH3:6][NH:7][C:8]1[C:9]([O:16][C:17]2[CH:22]=[CH:21][CH:20]=[CH:19][C:18]=2[CH3:23])=[N:10][C:11]([S:14][CH3:15])=[N:12][CH:13]=1. The catalyst class is: 2. (3) Reactant: [OH-].[Na+].S(O)(O)(=O)=O.[CH3:8][S:9][C:10](=[NH:12])[NH2:11].[NH2:13][C:14]1[C:15]([C:24](OC(C)=CC(=O)NC(C)(C)C)=[O:25])=[N:16][C:17]2[C:22]([N:23]=1)=[CH:21][CH:20]=[CH:19][CH:18]=2. Product: [NH2:13][C:14]1[C:15]([C:24]([NH:12][C:10]([S:9][CH3:8])=[NH:11])=[O:25])=[N:16][C:17]2[C:22]([N:23]=1)=[CH:21][CH:20]=[CH:19][CH:18]=2. The catalyst class is: 1. (4) Reactant: [N:1]([CH2:4][CH2:5][CH2:6][N:7]1[CH:11]=[CH:10][N:9]=[C:8]1[CH:12]=O)=[N+:2]=[N-:3].[NH2:14][OH:15].Cl.C([O-])([O-])=O.[Na+].[Na+]. Product: [N:1]([CH2:4][CH2:5][CH2:6][N:7]1[CH:11]=[CH:10][N:9]=[C:8]1[CH:12]=[N:14][OH:15])=[N+:2]=[N-:3]. The catalyst class is: 6. (5) Reactant: C(O)(C)C.[Cl:5][C:6]1[CH:23]=[C:22]([N+:24]([O-:26])=[O:25])[CH:21]=[CH:20][C:7]=1[O:8][C:9]1[CH:10]=[N:11][C:12]([CH3:19])=[C:13]([CH:18]=1)[C:14]([O:16]C)=[O:15].[OH-].[Na+]. Product: [Cl:5][C:6]1[CH:23]=[C:22]([N+:24]([O-:26])=[O:25])[CH:21]=[CH:20][C:7]=1[O:8][C:9]1[CH:10]=[N:11][C:12]([CH3:19])=[C:13]([CH:18]=1)[C:14]([OH:16])=[O:15]. The catalyst class is: 7. (6) Reactant: [O:1]=[C:2]1[C:11]2[C:6](=[CH:7][CH:8]=[CH:9][CH:10]=2)[C:5]([CH2:12][C:13]([OH:15])=[O:14])=[N:4][N:3]1[CH2:16][C:17]1[S:18][C:19]2[CH:25]=[CH:24][C:23]([C:26]([F:29])([F:28])[F:27])=[CH:22][C:20]=2[N:21]=1.[NH:30]([CH2:34][CH2:35][OH:36])[CH2:31][CH2:32][OH:33]. Product: [NH:30]([CH2:34][CH2:35][OH:36])[CH2:31][CH2:32][OH:33].[O:1]=[C:2]1[C:11]2[C:6](=[CH:7][CH:8]=[CH:9][CH:10]=2)[C:5]([CH2:12][C:13]([OH:15])=[O:14])=[N:4][N:3]1[CH2:16][C:17]1[S:18][C:19]2[CH:25]=[CH:24][C:23]([C:26]([F:29])([F:28])[F:27])=[CH:22][C:20]=2[N:21]=1. The catalyst class is: 21. (7) The catalyst class is: 3. Product: [C:1]([C:3]1[CH:8]=[CH:7][C:6]([O:9][C:17]2[CH:24]=[CH:23][C:20]([CH:21]=[O:22])=[CH:19][CH:18]=2)=[CH:5][CH:4]=1)#[N:2]. Reactant: [C:1]([C:3]1[CH:8]=[CH:7][C:6]([OH:9])=[CH:5][CH:4]=1)#[N:2].C(=O)([O-])[O-].[K+].[K+].F[C:17]1[CH:24]=[CH:23][C:20]([CH:21]=[O:22])=[CH:19][CH:18]=1. (8) Reactant: [CH3:1][C:2]1[CH:6]=[C:5]([CH:7]=O)[S:4][N:3]=1.[CH2:9]([NH2:11])[CH3:10]. Product: [CH2:9]([NH:11][CH2:7][C:5]1[S:4][N:3]=[C:2]([CH3:1])[CH:6]=1)[CH3:10]. The catalyst class is: 1.